From a dataset of TCR-epitope binding with 47,182 pairs between 192 epitopes and 23,139 TCRs. Binary Classification. Given a T-cell receptor sequence (or CDR3 region) and an epitope sequence, predict whether binding occurs between them. (1) The epitope is NLNESLIDL. The TCR CDR3 sequence is CASSAGTGAGYEQYF. Result: 1 (the TCR binds to the epitope). (2) The epitope is FQPTNGVGY. The TCR CDR3 sequence is CASSYQGENIQYF. Result: 0 (the TCR does not bind to the epitope). (3) The epitope is SEPVLKGVKL. The TCR CDR3 sequence is CASSLGLNHEQYF. Result: 0 (the TCR does not bind to the epitope). (4) The epitope is RLQSLQTYV. The TCR CDR3 sequence is CASSQVGGSYEQYF. Result: 0 (the TCR does not bind to the epitope). (5) The epitope is FPPTSFGPL. The TCR CDR3 sequence is CAILQGYEQYF. Result: 0 (the TCR does not bind to the epitope).